From a dataset of Forward reaction prediction with 1.9M reactions from USPTO patents (1976-2016). Predict the product of the given reaction. (1) Given the reactants Cl.[NH2:2][C:3]1[S:4][C:5]([Cl:8])=[CH:6][N:7]=1.Cl[S:10]([C:13]1[CH:22]=[CH:21][C:16]([C:17]([O:19][CH3:20])=[O:18])=[C:15]([Cl:23])[CH:14]=1)(=[O:12])=[O:11].Cl, predict the reaction product. The product is: [Cl:23][C:15]1[CH:14]=[C:13]([S:10]([NH:2][C:3]2[S:4][C:5]([Cl:8])=[CH:6][N:7]=2)(=[O:12])=[O:11])[CH:22]=[CH:21][C:16]=1[C:17]([O:19][CH3:20])=[O:18]. (2) Given the reactants [F:1][C:2]1[CH:7]=[CH:6][C:5]([N:8]([CH2:21][CH:22]([CH3:24])[CH3:23])[S:9]([C:12]2[CH:20]=[CH:19][C:15]([C:16](O)=[O:17])=[CH:14][CH:13]=2)(=[O:11])=[O:10])=[CH:4][CH:3]=1.[NH2:25][CH:26]1[CH2:31][CH2:30][N:29]([S:32]([CH3:35])(=[O:34])=[O:33])[CH2:28][CH2:27]1.CCN(C(C)C)C(C)C.CN(C(ON1N=NC2C=CC=NC1=2)=[N+](C)C)C.F[P-](F)(F)(F)(F)F, predict the reaction product. The product is: [F:1][C:2]1[CH:7]=[CH:6][C:5]([N:8]([CH2:21][CH:22]([CH3:23])[CH3:24])[S:9]([C:12]2[CH:20]=[CH:19][C:15]([C:16]([NH:25][CH:26]3[CH2:31][CH2:30][N:29]([S:32]([CH3:35])(=[O:34])=[O:33])[CH2:28][CH2:27]3)=[O:17])=[CH:14][CH:13]=2)(=[O:11])=[O:10])=[CH:4][CH:3]=1. (3) Given the reactants C(OC(N1[CH2:13][CH2:12][N:11]([CH2:14][C:15]2S[C:18]([C:20]3[CH:25]=[CH:24][CH:23]=[CH:22][CH:21]=3)=[N:17][C:16]=2[C:26]([OH:28])=[O:27])[CH2:10][CH2:9]1)=O)(C)(C)C.N1(C(OC(C)(C)C)=[O:36])CCNCC1, predict the reaction product. The product is: [C:20]1([C:18]2[O:36][C:15]([CH2:14][N:11]3[CH2:12][CH2:13][CH2:9][CH2:10]3)=[C:16]([C:26]([OH:28])=[O:27])[N:17]=2)[CH:25]=[CH:24][CH:23]=[CH:22][CH:21]=1. (4) Given the reactants [N:1]1([C:5]2[N:10]=[C:9]([CH2:11][N:12]3[C@@H:16]([CH3:17])[C@@H:15]([C:18]4[CH:23]=[C:22]([Cl:24])[CH:21]=[C:20]([Cl:25])[CH:19]=4)[O:14][C:13]3=[O:26])[C:8]([C:27]3[CH:28]=[C:29]([C:35]4[CH:40]=[CH:39][C:38]([C:41]([O:43]C)=[O:42])=[CH:37][C:36]=4[CH3:45])[CH:30]=[CH:31][C:32]=3[O:33][CH3:34])=[CH:7][N:6]=2)[CH2:4][CH2:3][CH2:2]1.[Li+].[OH-].C(O)(C(F)(F)F)=O, predict the reaction product. The product is: [N:1]1([C:5]2[N:10]=[C:9]([CH2:11][N:12]3[C@@H:16]([CH3:17])[C@@H:15]([C:18]4[CH:19]=[C:20]([Cl:25])[CH:21]=[C:22]([Cl:24])[CH:23]=4)[O:14][C:13]3=[O:26])[C:8]([C:27]3[CH:28]=[C:29]([C:35]4[CH:40]=[CH:39][C:38]([C:41]([OH:43])=[O:42])=[CH:37][C:36]=4[CH3:45])[CH:30]=[CH:31][C:32]=3[O:33][CH3:34])=[CH:7][N:6]=2)[CH2:4][CH2:3][CH2:2]1. (5) The product is: [C:1]([O:5][C:6](=[O:33])[CH2:7][N:8]([CH2:9][C:10]([N:12]([N:14]1[CH2:15][C:16]2[C:21](=[CH:20][CH:19]=[CH:18][CH:17]=2)[CH2:22]1)[CH3:13])=[O:11])[C:23]1[CH:28]=[C:27]([C:29]2[O:30][N:38]=[C:36]([CH3:37])[N:31]=2)[CH:26]=[CH:25][C:24]=1[CH3:32])([CH3:4])([CH3:3])[CH3:2]. Given the reactants [C:1]([O:5][C:6](=[O:33])[CH2:7][N:8]([C:23]1[CH:28]=[C:27]([C:29]([NH2:31])=[O:30])[CH:26]=[CH:25][C:24]=1[CH3:32])[CH2:9][C:10]([N:12]([N:14]1[CH2:22][C:21]2[C:16](=[CH:17][CH:18]=[CH:19][CH:20]=2)[CH2:15]1)[CH3:13])=[O:11])([CH3:4])([CH3:3])[CH3:2].CO[C:36](OC)([N:38](C)C)[CH3:37], predict the reaction product.